Dataset: Reaction yield outcomes from USPTO patents with 853,638 reactions. Task: Predict the reaction yield, written as a fraction of the theoretical maximum amount of product (1.0 means a 100% yield; for example, 0.34 means a 34% yield). (1) The reactants are C(O)(C(F)(F)F)=O.[NH2:8][C:9](=[O:50])[CH:10]([C:12]1[CH:49]=[CH:48][CH:47]=[CH:46][C:13]=1[CH2:14][CH2:15][C:16]1[C:21]([C:22]([F:25])([F:24])[F:23])=[CH:20][N:19]=[C:18]([NH:26][C:27]2[CH:28]=[CH:29][C:30]([CH:33]3[CH2:38][CH2:37][N:36](C(OC(C)(C)C)=O)[CH2:35][CH2:34]3)=[N:31][CH:32]=2)[N:17]=1)[CH3:11]. The catalyst is C(Cl)Cl. The product is [NH:36]1[CH2:37][CH2:38][CH:33]([C:30]2[N:31]=[CH:32][C:27]([NH:26][C:18]3[N:17]=[C:16]([CH2:15][CH2:14][C:13]4[CH:46]=[CH:47][CH:48]=[CH:49][C:12]=4[CH:10]([CH3:11])[C:9]([NH2:8])=[O:50])[C:21]([C:22]([F:24])([F:23])[F:25])=[CH:20][N:19]=3)=[CH:28][CH:29]=2)[CH2:34][CH2:35]1. The yield is 1.34. (2) The reactants are [Cl:1][C:2]1[CH:3]=[CH:4][C:5]([C@@:8]([NH:30][C:31]([C@H:33]2[CH2:37][C:36]([F:39])([F:38])[CH2:35][N:34]2C(OC(C)(C)C)=O)=[O:32])([C:16]2[CH:21]=[C:20]([O:22][C:23]([F:28])([F:27])[CH:24]([F:26])[F:25])[CH:19]=[C:18]([F:29])[CH:17]=2)[CH2:9][C:10]2[CH:15]=[CH:14][CH:13]=[CH:12][CH:11]=2)=[N:6][CH:7]=1. The catalyst is C(O)(C(F)(F)F)=O.C(Cl)Cl. The product is [Cl:1][C:2]1[CH:3]=[CH:4][C:5]([C@@:8]([NH:30][C:31]([C@H:33]2[CH2:37][C:36]([F:38])([F:39])[CH2:35][NH:34]2)=[O:32])([C:16]2[CH:21]=[C:20]([O:22][C:23]([F:28])([F:27])[CH:24]([F:25])[F:26])[CH:19]=[C:18]([F:29])[CH:17]=2)[CH2:9][C:10]2[CH:15]=[CH:14][CH:13]=[CH:12][CH:11]=2)=[N:6][CH:7]=1. The yield is 0.780. (3) The reactants are [F:1][C:2]1[CH:7]=[C:6]([I:8])[CH:5]=CC=1CC#N.[C:12]1(C)C=CC(S(O)(=O)=O)=CC=1.[OH2:23].[C:24]([O:27][CH2:28][CH3:29])(=O)[CH3:25]. The catalyst is CO.C1C=CC=CC=1.CCCCCC. The product is [C:28]([O:27][C:24]1[CH:25]=[CH:5][C:6]([I:8])=[C:7]([CH3:12])[C:2]=1[F:1])(=[O:23])[CH3:29]. The yield is 0.800.